This data is from Full USPTO retrosynthesis dataset with 1.9M reactions from patents (1976-2016). The task is: Predict the reactants needed to synthesize the given product. (1) Given the product [Cl:31][C:27]1[CH:28]=[C:29]2[C:24]([CH:23]=[CH:22][C:21]([CH:20]=[CH:19][C:17]3[CH:18]=[C:13]([CH:12]([S:32]([CH2:33][C:34]4([CH2:37][C:38]([OH:40])=[O:39])[CH2:35][CH2:36]4)=[O:43])[CH2:11][CH2:10][C:9]4[CH:8]=[CH:7][CH:6]=[CH:5][C:4]=4[C:2]([OH:41])([CH3:1])[CH3:3])[CH:14]=[CH:15][CH:16]=3)=[N:30]2)=[CH:25][CH:26]=1, predict the reactants needed to synthesize it. The reactants are: [CH3:1][C:2]([OH:41])([C:4]1[CH:5]=[CH:6][CH:7]=[CH:8][C:9]=1[CH2:10][CH2:11][C@@H:12]([S:32][CH2:33][C:34]1([CH2:37][C:38]([O-:40])=[O:39])[CH2:36][CH2:35]1)[C:13]1[CH:14]=[CH:15][CH:16]=[C:17](/[CH:19]=[CH:20]/[C:21]2[CH:22]=[CH:23][C:24]3[CH:25]=[CH:26][C:27]([Cl:31])=[CH:28][C:29]=3[N:30]=2)[CH:18]=1)[CH3:3].[Na+].[OH:43]O. (2) The reactants are: Cl[C:2]1[CH:11]=[CH:10][N:9]=[C:8]2[C:3]=1[CH:4]=[CH:5][C:6]([C:12](=[O:14])[CH3:13])=[N:7]2.[F:15][C:16]1[CH:21]=[CH:20][C:19](B2OC(C)(C)C(C)(C)O2)=[CH:18][C:17]=1[C:31]1[C:32]([C:37]#[N:38])=[CH:33][CH:34]=[CH:35][CH:36]=1. Given the product [C:12]([C:6]1[N:7]=[C:8]2[C:3]([C:2]([C:19]3[CH:20]=[CH:21][C:16]([F:15])=[C:17]([C:31]4[C:32]([C:37]#[N:38])=[CH:33][CH:34]=[CH:35][CH:36]=4)[CH:18]=3)=[CH:11][CH:10]=[N:9]2)=[CH:4][CH:5]=1)(=[O:14])[CH3:13], predict the reactants needed to synthesize it. (3) Given the product [O:3]=[C:2]([CH2:18][C:12]1[CH:17]=[CH:16][CH:15]=[CH:14][CH:13]=1)[CH:1]=[O:5], predict the reactants needed to synthesize it. The reactants are: [C:1](Cl)(=[O:5])[C:2](Cl)=[O:3].CN(C=O)C.[C:12]1([CH3:18])[CH:17]=[CH:16][CH:15]=[CH:14][CH:13]=1. (4) Given the product [NH2:3][CH:4]([CH2:8][S:9][CH2:10][C:11]1[CH:16]=[CH:15][CH:14]=[CH:13][CH:12]=1)[C:5]([O:7][CH3:17])=[O:6], predict the reactants needed to synthesize it. The reactants are: CO.[NH2:3][CH:4]([CH2:8][S:9][CH2:10][C:11]1[CH:16]=[CH:15][CH:14]=[CH:13][CH:12]=1)[C:5]([OH:7])=[O:6].[CH3:17][Si](C=[N+]=[N-])(C)C. (5) Given the product [C:1]([C:3]1[C:4]([N:18]2[CH2:23][CH2:22][N:21]([C:25]([NH:24][C:27]3[CH:32]=[CH:31][CH:30]=[C:29]([N+:33]([O-:35])=[O:34])[CH:28]=3)=[O:26])[CH2:20][CH2:19]2)=[N:5][C:6]([C:14]([F:15])([F:17])[F:16])=[C:7]([CH:13]=1)[C:8]([O:10][CH2:11][CH3:12])=[O:9])#[N:2], predict the reactants needed to synthesize it. The reactants are: [C:1]([C:3]1[C:4]([N:18]2[CH2:23][CH2:22][NH:21][CH2:20][CH2:19]2)=[N:5][C:6]([C:14]([F:17])([F:16])[F:15])=[C:7]([CH:13]=1)[C:8]([O:10][CH2:11][CH3:12])=[O:9])#[N:2].[N:24]([C:27]1[CH:32]=[CH:31][CH:30]=[C:29]([N+:33]([O-:35])=[O:34])[CH:28]=1)=[C:25]=[O:26]. (6) Given the product [O:14]1[CH2:15][CH2:16][CH:11]([O:10][C:5]2[N:4]=[CH:3][C:2]([B:20]3[O:21][C:22]([CH3:24])([CH3:23])[C:18]([CH3:34])([CH3:17])[O:19]3)=[CH:9][C:6]=2[C:7]#[N:8])[CH2:12][CH2:13]1, predict the reactants needed to synthesize it. The reactants are: Br[C:2]1[CH:3]=[N:4][C:5]([O:10][CH:11]2[CH2:16][CH2:15][O:14][CH2:13][CH2:12]2)=[C:6]([CH:9]=1)[C:7]#[N:8].[CH3:17][C:18]1([CH3:34])[C:22]([CH3:24])([CH3:23])[O:21][B:20]([B:20]2[O:21][C:22]([CH3:24])([CH3:23])[C:18]([CH3:34])([CH3:17])[O:19]2)[O:19]1.ClCCl. (7) Given the product [O:10]1[C:14]2([CH2:19][CH2:18][N:17]([C:2]3[CH:9]=[CH:8][C:5]([CH:6]=[O:7])=[CH:4][CH:3]=3)[CH2:16][CH2:15]2)[O:13][CH2:12][CH2:11]1, predict the reactants needed to synthesize it. The reactants are: F[C:2]1[CH:9]=[CH:8][C:5]([CH:6]=[O:7])=[CH:4][CH:3]=1.[O:10]1[C:14]2([CH2:19][CH2:18][NH:17][CH2:16][CH2:15]2)[O:13][CH2:12][CH2:11]1.